This data is from Experimentally validated miRNA-target interactions with 360,000+ pairs, plus equal number of negative samples. The task is: Binary Classification. Given a miRNA mature sequence and a target amino acid sequence, predict their likelihood of interaction. (1) The miRNA is hsa-miR-6735-3p with sequence AGGCCUGUGGCUCCUCCCUCAG. The protein sequence of the target gene is MKMSIRTPPRLLELAGRSLLRDQALAMSTLEELPTELFPPLFMEAFSRRRCEALKLMVQAWPFRRLPLRPLIKMPCLEAFQAVLDGLDALLTQGVRPRRWKLQVLDLQDVCENFWMVWSEAMAHGCFLNAKRNKKPVQDCPRMRGRQPLTVFVELWLKNRTLDEYLTYLLLWVKQRKDLLHLCCKKLKILGMPFRNIRSILKMVNLDCIQEVEVNCKWVLPILTQFTPYLGHMRNLQKLVLSHMDVSRYVSPEQKKEIVTQFTTQFLKLRCLQKLYMNSVSFLEGHLDQLLSCLKTSLKV.... Result: 0 (no interaction). (2) Result: 1 (interaction). The protein sequence of the target gene is MKSAKGIENLAFVPSSPDILRRLSASPSQIEVSALSSDPQRENSQPQELQKPQEPQKSPEPSLPSAPPNVSEEKLRSLSLSEFEEGSYGWRNFHPQCLQRCNTPGGFLLHYCLLAVTQGIVVNGLVNISISTVEKRYEMKSSLTGLISSSYDISFCLLSLFVSFFGERGHKPRWLAFAAFMIGLGALVFSLPQFFSGEYKLGSLFEDTCVTTRNSTSCTSSTSSLSNYLYVFILGQLLLGAGGTPLYTLGTAFLDDSVPTHKSSLYIGTGYAMSILGPAIGYVLGGQLLTIYIDVAMGES.... The miRNA is hsa-miR-148b-3p with sequence UCAGUGCAUCACAGAACUUUGU. (3) Result: 0 (no interaction). The miRNA is mmu-miR-3618-3p with sequence CUACAUUAAUGAAAAGAGCAAU. The protein sequence of the target gene is MAPAKATNVVRLLLGSTALWLSQLGSGTVAASKSVTAHLAAKWPETPLLLEASEFMAEESNEKFWQFLETVQELAIYKQTESDYSYYNLILKKAGQFLDNLHINLLKFAFSIRAYSPAIQMFQQIAADEPPPDGCNAFVVIHKKHTCKINEIKKLLKKAASRTRPYLFKGDHKFPTNKENLPVVILYAEMGTRTFSAFHKVLSEKAQNEEILYVLRHYIQKPSSRKMYLSGYGVELAIKSTEYKALDDTQVKTVTNTTVEDETETNEVQGFLFGKLKEIYSDLRDNLTAFQKYLIESNKQ....